This data is from Clinical trial toxicity outcomes and FDA approval status for drugs. The task is: Regression/Classification. Given a drug SMILES string, predict its toxicity properties. Task type varies by dataset: regression for continuous values (e.g., LD50, hERG inhibition percentage) or binary classification for toxic/non-toxic outcomes (e.g., AMES mutagenicity, cardiotoxicity, hepatotoxicity). Dataset: clintox. (1) The drug is Cn1cnc([N+](=O)[O-])c1C[N+](C)(C)C/C=C/C(=O)Nc1cc2c(Nc3ccc(Cl)c(Br)c3)ncnc2cn1. The result is 1 (failed clinical trial for toxicity). (2) The molecule is C[C@H](Cc1cc2c(c(C(N)=O)c1)N(CCCO)CC2)[NH2+]CCOc1ccccc1OCC(F)(F)F. The result is 0 (passed clinical trial).